This data is from Full USPTO retrosynthesis dataset with 1.9M reactions from patents (1976-2016). The task is: Predict the reactants needed to synthesize the given product. (1) Given the product [F:27][CH2:26][CH2:25][N:1]1[CH2:6][CH2:5][CH:4]([C:7]2[CH:12]=[CH:11][CH:10]=[C:9]([C:13]([F:15])([F:16])[F:14])[C:8]=2[OH:17])[CH2:3][CH2:2]1, predict the reactants needed to synthesize it. The reactants are: [NH:1]1[CH2:6][CH2:5][CH:4]([C:7]2[CH:12]=[CH:11][CH:10]=[C:9]([C:13]([F:16])([F:15])[F:14])[C:8]=2[OH:17])[CH2:3][CH2:2]1.C(=O)([O-])[O-].[K+].[K+].Br[CH2:25][CH2:26][F:27]. (2) Given the product [NH2:20][C:11]1[CH:10]=[C:9]([O:8][CH2:1][C:2]2[CH:7]=[CH:6][CH:5]=[CH:4][CH:3]=2)[C:14]([O:15][CH3:16])=[CH:13][C:12]=1[C:17](=[O:19])[CH3:18], predict the reactants needed to synthesize it. The reactants are: [CH2:1]([O:8][C:9]1[C:14]([O:15][CH3:16])=[CH:13][C:12]([C:17](=[O:19])[CH3:18])=[C:11]([N+:20]([O-])=O)[CH:10]=1)[C:2]1[CH:7]=[CH:6][CH:5]=[CH:4][CH:3]=1.C([O-])=O.[NH4+]. (3) The reactants are: [C:1]([O:5][C:6]([N:8]1[CH2:12][C@@:11]([F:14])([CH3:13])[CH2:10][C@H:9]1[C:15](=[O:28])[NH:16][C@@H:17]([C:20]1[CH:25]=[CH:24][CH:23]=[C:22]([Cl:26])[C:21]=1[F:27])[CH2:18][OH:19])=[O:7])([CH3:4])([CH3:3])[CH3:2].[CH3:29]COC(C)=O. Given the product [C:1]([O:5][C:6]([N:8]1[CH2:12][C@@:11]([F:14])([CH3:13])[CH2:10][C@H:9]1[C:15](=[O:28])[NH:16][C@@H:17]([C:20]1[CH:25]=[CH:24][CH:23]=[C:22]([Cl:26])[C:21]=1[F:27])[CH2:18][O:19][CH3:29])=[O:7])([CH3:2])([CH3:3])[CH3:4], predict the reactants needed to synthesize it. (4) Given the product [N:22]1[C:14]([S:13][CH2:2][CH:3]2[C:8](=[O:9])[CH:7]3[CH2:10][CH2:11][N:4]2[CH2:5][CH2:6]3)=[C:15]2[C:19]([NH:18][CH:17]=[N:16]2)=[N:20][CH:21]=1, predict the reactants needed to synthesize it. The reactants are: Cl.[CH2:2]=[C:3]1[C:8](=[O:9])[CH:7]2[CH2:10][CH2:11][N:4]1[CH2:5][CH2:6]2.O.[SH:13][C:14]1[N:22]=[CH:21][N:20]=[C:19]2[C:15]=1[NH:16][CH:17]=[N:18]2. (5) Given the product [F:35][C:5]([F:4])([F:34])[O:6][C:7]1[CH:8]=[CH:9][C:10]([S:13]([N:16]2[CH2:21][CH2:20][CH:19]([O:22][NH2:23])[CH2:18][CH2:17]2)(=[O:14])=[O:15])=[CH:11][CH:12]=1, predict the reactants needed to synthesize it. The reactants are: O.NN.[F:4][C:5]([F:35])([F:34])[O:6][C:7]1[CH:12]=[CH:11][C:10]([S:13]([N:16]2[CH2:21][CH2:20][CH:19]([O:22][N:23]3C(=O)C4C(=CC=CC=4)C3=O)[CH2:18][CH2:17]2)(=[O:15])=[O:14])=[CH:9][CH:8]=1. (6) The reactants are: [H-].[H-].[H-].[H-].[Li+].[Al+3].[CH3:7][N:8]1[CH2:13][CH2:12][N:11]([C:14](=O)[CH2:15][CH2:16][C:17]2[C:25]3[C:24](=O)[CH2:23][CH2:22][CH2:21][C:20]=3[NH:19][CH:18]=2)[CH2:10][CH2:9]1.O. Given the product [CH3:7][N:8]1[CH2:9][CH2:10][N:11]([CH2:14][CH2:15][CH2:16][C:17]2[C:25]3[CH2:24][CH2:23][CH2:22][CH2:21][C:20]=3[NH:19][CH:18]=2)[CH2:12][CH2:13]1, predict the reactants needed to synthesize it. (7) Given the product [NH2:7][C:8]1[C:9]([C:25]([NH2:26])=[O:27])=[C:10]([O:23][CH3:24])[C:11]([CH2:16][N:17]2[CH2:22][CH2:21][O:20][CH2:19][CH2:18]2)=[C:12]([O:14][CH3:15])[CH:13]=1, predict the reactants needed to synthesize it. The reactants are: C(OC(=O)[NH:7][C:8]1[CH:13]=[C:12]([O:14][CH3:15])[C:11]([CH2:16][N:17]2[CH2:22][CH2:21][O:20][CH2:19][CH2:18]2)=[C:10]([O:23][CH3:24])[C:9]=1[C:25](=[O:27])[NH2:26])(C)(C)C. (8) Given the product [CH3:44][C:35]1[CH:34]=[C:33]([C:5]2[CH:4]=[C:3]([C:2]([F:16])([F:15])[F:1])[CH:8]=[C:7]([C:9]([F:12])([F:11])[F:10])[CH:6]=2)[C:42]2[C:37](=[CH:38][CH:39]=[C:40]([CH3:43])[CH:41]=2)[N:36]=1, predict the reactants needed to synthesize it. The reactants are: [F:1][C:2]([F:16])([F:15])[C:3]1[CH:4]=[C:5]([Mg]Br)[CH:6]=[C:7]([C:9]([F:12])([F:11])[F:10])[CH:8]=1.FC(F)(F)C1C=C(Br)C=C(C(F)(F)F)C=1.Cl[C:33]1[C:42]2[C:37](=[CH:38][CH:39]=[C:40]([CH3:43])[CH:41]=2)[N:36]=[C:35]([CH3:44])[CH:34]=1.C1(P(C2C=CC=CC=2)CCCP(C2C=CC=CC=2)C2C=CC=CC=2)C=CC=CC=1. (9) Given the product [CH3:10][O:9][C:5]1[CH:4]=[C:3]([N:2]([CH3:1])[C:23]([C:19]2[N:18]([CH2:11][C:12]3[CH:13]=[CH:14][CH:15]=[CH:16][CH:17]=3)[CH:22]=[CH:21][N:20]=2)=[O:25])[CH:8]=[CH:7][CH:6]=1, predict the reactants needed to synthesize it. The reactants are: [CH3:1][NH:2][C:3]1[CH:8]=[CH:7][CH:6]=[C:5]([O:9][CH3:10])[CH:4]=1.[CH2:11]([N:18]1[CH:22]=[CH:21][N:20]=[C:19]1[C:23]([OH:25])=O)[C:12]1[CH:17]=[CH:16][CH:15]=[CH:14][CH:13]=1.C(N(C(C)C)C(C)C)C.F[B-](F)(F)F.N1(OC(N(C)C)=[N+](C)C)C2C=CC=CC=2N=N1. (10) The reactants are: [CH3:1][O:2][C:3]1[N:8]=[C:7]([O:9][CH3:10])[C:6](B(O)O)=[CH:5][N:4]=1.[CH3:14][C:15]1[CH:20]=[CH:19][N:18]=[CH:17][C:16]=1Br.C([O-])([O-])=O.[Na+].[Na+].C1C=CC(P(C2C=CC=CC=2)C2C=CC=CC=2)=CC=1. Given the product [CH3:14][C:15]1[CH:20]=[CH:19][N:18]=[CH:17][C:16]=1[C:6]1[C:7]([O:9][CH3:10])=[N:8][C:3]([O:2][CH3:1])=[N:4][CH:5]=1, predict the reactants needed to synthesize it.